Predict the reaction yield, written as a fraction of the theoretical maximum amount of product (1.0 means a 100% yield; for example, 0.34 means a 34% yield). From a dataset of Reaction yield outcomes from USPTO patents with 853,638 reactions. (1) The reactants are [OH:1][C:2]1[C:7]2[C@@:8]3([OH:45])[C@@:21]([O:25][CH3:26])([C@H:22]([OH:24])[CH2:23][C:6]=2[CH:5]=[C:4]([CH3:46])[C:3]=1[C:47](O)=[O:48])[C:20](=[O:27])[C:19]1[C:10](=[CH:11][C:12]2[C:13](=[O:43])[C:14]([NH:30][CH:31]4[C@H:36]([O:37][CH3:38])[C@H:35]([OH:39])[C@@H:34]([O:40][CH3:41])[C@H:33]([CH3:42])[O:32]4)=[CH:15][C:16](=[O:29])[C:17]=2[C:18]=1[OH:28])[C:9]3=[O:44].[NH2:50][C:51]1[CH:52]=[N:53][CH:54]=[CH:55][CH:56]=1.O.ON1C2C=CC=CC=2N=N1. The catalyst is C1COCC1. The product is [OH:1][C:2]1[C:7]2[C@@:8]3([OH:45])[C@@:21]([O:25][CH3:26])([C@H:22]([OH:24])[CH2:23][C:6]=2[CH:5]=[C:4]([CH3:46])[C:3]=1[C:47]([NH:50][C:51]1[CH:52]=[N:53][CH:54]=[CH:55][CH:56]=1)=[O:48])[C:20](=[O:27])[C:19]1[C:10](=[CH:11][C:12]2[C:13](=[O:43])[C:14]([NH:30][CH:31]4[C@H:36]([O:37][CH3:38])[C@H:35]([OH:39])[C@@H:34]([O:40][CH3:41])[C@H:33]([CH3:42])[O:32]4)=[CH:15][C:16](=[O:29])[C:17]=2[C:18]=1[OH:28])[C:9]3=[O:44]. The yield is 0.0900. (2) The reactants are [F-].C([N+](CCCC)(CCCC)CCCC)CCC.CC([Si](C)(C)[O:24][CH2:25][CH2:26][C:27]1[O:28][C:29]([CH2:32][CH2:33][O:34][CH2:35][C:36]2[CH:41]=[CH:40][CH:39]=[CH:38][CH:37]=2)=[CH:30][CH:31]=1)(C)C. The catalyst is C1COCC1. The product is [OH:24][CH2:25][CH2:26][C:27]1[O:28][C:29]([CH2:32][CH2:33][O:34][CH2:35][C:36]2[CH:41]=[CH:40][CH:39]=[CH:38][CH:37]=2)=[CH:30][CH:31]=1. The yield is 0.996.